Dataset: Reaction yield outcomes from USPTO patents with 853,638 reactions. Task: Predict the reaction yield, written as a fraction of the theoretical maximum amount of product (1.0 means a 100% yield; for example, 0.34 means a 34% yield). (1) The reactants are [CH3:1][O:2][C:3](=[O:15])[C:4]1[CH:9]=[C:8](I)[C:7]([CH:11]([CH3:13])[CH3:12])=[CH:6][C:5]=1[NH2:14].[CH3:16][N:17]1[C:21]([Sn](CCCC)(CCCC)CCCC)=[CH:20][CH:19]=[N:18]1.O1CCOCC1. The catalyst is CCOC(C)=O. The product is [CH3:1][O:2][C:3](=[O:15])[C:4]1[CH:9]=[C:8]([C:21]2[N:17]([CH3:16])[N:18]=[CH:19][CH:20]=2)[C:7]([CH:11]([CH3:13])[CH3:12])=[CH:6][C:5]=1[NH2:14]. The yield is 0.660. (2) The reactants are [CH:1]([NH:4][C:5]1[N:10]=[C:9]([O:11]C)[C:8]([C:13]2[CH:18]=[CH:17][C:16]([O:19][C:20]3[CH:25]=[CH:24][N:23]=[C:22]([C:26]4[CH:27]=[N:28][N:29]([CH3:31])[CH:30]=4)[CH:21]=3)=[C:15]([CH3:32])[N:14]=2)=[CH:7][N:6]=1)([CH3:3])[CH3:2].Br. The catalyst is C(O)(=O)C. The product is [CH:1]([NH:4][C:5]1[NH:10][C:9](=[O:11])[C:8]([C:13]2[CH:18]=[CH:17][C:16]([O:19][C:20]3[CH:25]=[CH:24][N:23]=[C:22]([C:26]4[CH:27]=[N:28][N:29]([CH3:31])[CH:30]=4)[CH:21]=3)=[C:15]([CH3:32])[N:14]=2)=[CH:7][N:6]=1)([CH3:3])[CH3:2]. The yield is 0.380. (3) The reactants are [C:1]([O:5][C:6]([NH:8][CH2:9][CH2:10][CH2:11][CH2:12][C:13]1[CH:23]=[CH:22][C:16]([O:17][CH2:18][C:19]([OH:21])=O)=[CH:15][CH:14]=1)=[O:7])([CH3:4])([CH3:3])[CH3:2].C1C=NC2N(O)N=NC=2C=1.C(N(C(C)C)CC)(C)C.CCN=C=NCCCN(C)C.Cl.S(O)(O)(=O)=O.[NH2:60][C:61]1[NH:62][CH:63]=[CH:64][N:65]=1. The catalyst is C1COCC1.CN(C1C=CN=CC=1)C.CC#N.C(Cl)Cl. The product is [C:1]([O:5][C:6](=[O:7])[NH:8][CH2:9][CH2:10][CH2:11][CH2:12][C:13]1[CH:14]=[CH:15][C:16]([O:17][CH2:18][C:19](=[O:21])[NH:60][C:61]2[NH:62][CH:63]=[CH:64][N:65]=2)=[CH:22][CH:23]=1)([CH3:2])([CH3:3])[CH3:4]. The yield is 0.660. (4) The reactants are [CH3:1][N:2]1[C:10]2[C:5](=[CH:6][CH:7]=[CH:8][CH:9]=2)[CH:4]=[C:3]1[C:11]([OH:13])=O.[NH2:14][C@H:15]([C:20]([NH:22][C@H:23]([CH:36]=[O:37])[CH2:24][C:25](=[N:31][NH:32][C:33]([NH2:35])=[O:34])[O:26][C:27]([CH3:30])([CH3:29])[CH3:28])=[O:21])[CH2:16][CH:17]([CH3:19])[CH3:18].CCN=C=NCCCN(C)C.CCOCC. The catalyst is C(Cl)Cl.CN(C1C=CN=CC=1)C. The product is [CH3:1][N:2]1[C:10]2[C:5](=[CH:6][CH:7]=[CH:8][CH:9]=2)[CH:4]=[C:3]1[C:11]([NH:14][C@H:15]([C:20]([NH:22][C@H:23]([CH:36]=[O:37])[CH2:24][C:25](=[N:31][NH:32][C:33]([NH2:35])=[O:34])[O:26][C:27]([CH3:29])([CH3:28])[CH3:30])=[O:21])[CH2:16][CH:17]([CH3:18])[CH3:19])=[O:13]. The yield is 0.800. (5) The reactants are [N+:1]([C:4]1[CH:5]=[C:6]([CH2:10][C:11]([OH:13])=O)[CH:7]=[CH:8][CH:9]=1)([O-:3])=[O:2].S(Cl)([Cl:16])=O.CN(C=O)C. The catalyst is C1(C)C=CC=CC=1. The product is [N+:1]([C:4]1[CH:5]=[C:6]([CH2:10][C:11]([Cl:16])=[O:13])[CH:7]=[CH:8][CH:9]=1)([O-:3])=[O:2]. The yield is 0.989. (6) The reactants are [C:1]([O:5][C:6]([N:8]([C:37]([O:39][C:40]([CH3:43])([CH3:42])[CH3:41])=[O:38])[C:9]1[C:10]([C:16]2[O:20][C:19]([C:21]3[CH:26]=[CH:25][C:24]([CH2:27][N:28]([CH3:36])[C:29](=[O:35])[O:30][C:31]([CH3:34])([CH3:33])[CH3:32])=[CH:23][CH:22]=3)=[N:18][N:17]=2)=[N:11][C:12](Br)=[CH:13][N:14]=1)=[O:7])([CH3:4])([CH3:3])[CH3:2].[F:44][C:45]1[CH:50]=[C:49]([S:51]([CH:54]([CH3:56])[CH3:55])(=[O:53])=[O:52])[CH:48]=[CH:47][C:46]=1B1OC(C)(C)C(C)(C)O1.C([O-])([O-])=O.[Na+].[Na+]. The catalyst is CN(C=O)C.Cl[Pd](Cl)([P](C1C=CC=CC=1)(C1C=CC=CC=1)C1C=CC=CC=1)[P](C1C=CC=CC=1)(C1C=CC=CC=1)C1C=CC=CC=1. The product is [C:1]([O:5][C:6]([N:8]([C:37]([O:39][C:40]([CH3:43])([CH3:42])[CH3:41])=[O:38])[C:9]1[C:10]([C:16]2[O:20][C:19]([C:21]3[CH:26]=[CH:25][C:24]([CH2:27][N:28]([CH3:36])[C:29](=[O:35])[O:30][C:31]([CH3:34])([CH3:33])[CH3:32])=[CH:23][CH:22]=3)=[N:18][N:17]=2)=[N:11][C:12]([C:46]2[CH:47]=[CH:48][C:49]([S:51]([CH:54]([CH3:55])[CH3:56])(=[O:53])=[O:52])=[CH:50][C:45]=2[F:44])=[CH:13][N:14]=1)=[O:7])([CH3:4])([CH3:3])[CH3:2]. The yield is 0.960.